Dataset: Peptide-MHC class I binding affinity with 185,985 pairs from IEDB/IMGT. Task: Regression. Given a peptide amino acid sequence and an MHC pseudo amino acid sequence, predict their binding affinity value. This is MHC class I binding data. (1) The peptide sequence is PINRPIDWK. The MHC is Patr-A0101 with pseudo-sequence Patr-A0101. The binding affinity (normalized) is 0. (2) The peptide sequence is ADNLWVTVY. The MHC is Mamu-A11 with pseudo-sequence Mamu-A11. The binding affinity (normalized) is 0.365. (3) The peptide sequence is ALVSEVTEV. The MHC is HLA-A02:03 with pseudo-sequence HLA-A02:03. The binding affinity (normalized) is 0.936. (4) The peptide sequence is FQESADSFL. The MHC is HLA-A02:01 with pseudo-sequence HLA-A02:01. The binding affinity (normalized) is 0.118. (5) The peptide sequence is VSFIEFVGW. The MHC is HLA-A02:03 with pseudo-sequence HLA-A02:03. The binding affinity (normalized) is 0.127. (6) The peptide sequence is ILFILFFAYV. The MHC is HLA-A02:03 with pseudo-sequence HLA-A02:03. The binding affinity (normalized) is 0.454.